Dataset: Forward reaction prediction with 1.9M reactions from USPTO patents (1976-2016). Task: Predict the product of the given reaction. (1) Given the reactants Cl[C:2]1[CH:3]=[CH:4][C:5]2[C:14]3[C:9](=[N:10][CH:11]=[CH:12][CH:13]=3)[NH:8][C:7](=[O:15])[C:6]=2[CH:16]=1.F[C:18]1[CH:24]=[CH:23][CH:22]=[CH:21][C:19]=1[NH2:20].C1(P(C2CCCCC2)C2C=CC=CC=2C2C(C(C)C)=CC(C(C)C)=CC=2C(C)C)CCCCC1.CC(C)([O-])C.[Na+], predict the reaction product. The product is: [C:19]1([NH:20][C:2]2[CH:3]=[CH:4][C:5]3[C:14]4[C:9](=[N:10][CH:11]=[CH:12][CH:13]=4)[NH:8][C:7](=[O:15])[C:6]=3[CH:16]=2)[CH:21]=[CH:22][CH:23]=[CH:24][CH:18]=1. (2) Given the reactants [Cl:1][C:2]1[C:10]([Cl:11])=[CH:9][CH:8]=[CH:7][C:3]=1[C:4]([NH2:6])=[S:5].Br[CH2:13][C:14](=O)[C:15]([OH:17])=[O:16], predict the reaction product. The product is: [Cl:1][C:2]1[C:10]([Cl:11])=[CH:9][CH:8]=[CH:7][C:3]=1[C:4]1[S:5][CH:13]=[C:14]([C:15]([OH:17])=[O:16])[N:6]=1. (3) Given the reactants N[C@@H:2]([CH2:6][C:7]1[CH:12]=[CH:11][C:10]([OH:13])=[CH:9][CH:8]=1)[C:3]([OH:5])=O.[CH:14]1([NH:22][C:23]([NH2:25])=[S:24])[CH2:21][CH2:20][CH2:19][CH2:18][CH2:17][CH2:16][CH2:15]1, predict the reaction product. The product is: [CH:14]1([NH:22][C:23]2[S:24][CH:2]([CH2:6][C:7]3[CH:12]=[CH:11][C:10]([OH:13])=[CH:9][CH:8]=3)[C:3](=[O:5])[N:25]=2)[CH2:21][CH2:20][CH2:19][CH2:18][CH2:17][CH2:16][CH2:15]1. (4) Given the reactants [NH2:1][C:2]1[CH:7]=[CH:6][C:5]([S:8]([N:11]([C:13]2[CH:32]=[CH:31][C:16]3[N:17]([CH2:24][CH:25]4[CH2:30][CH2:29][O:28][CH2:27][CH2:26]4)[C:18]([C:20]([CH3:23])([CH3:22])[CH3:21])=[N:19][C:15]=3[CH:14]=2)[CH3:12])(=[O:10])=[O:9])=[CH:4][CH:3]=1.C([O:36][CH2:37][C:38](Cl)=[O:39])(=O)C, predict the reaction product. The product is: [C:20]([C:18]1[N:17]([CH2:24][CH:25]2[CH2:26][CH2:27][O:28][CH2:29][CH2:30]2)[C:16]2[CH:31]=[CH:32][C:13]([N:11]([CH3:12])[S:8]([C:5]3[CH:6]=[CH:7][C:2]([NH:1][C:37](=[O:36])[CH2:38][OH:39])=[CH:3][CH:4]=3)(=[O:10])=[O:9])=[CH:14][C:15]=2[N:19]=1)([CH3:23])([CH3:21])[CH3:22]. (5) Given the reactants [F:1][C:2]1[CH:7]=[CH:6][C:5]([C:8]2[N:9]=[C:10]([C:23](OCC)=[O:24])[S:11][C:12]=2[C:13]2[CH:18]=[CH:17][C:16](=[O:19])[N:15]([CH:20]([CH3:22])[CH3:21])[N:14]=2)=[CH:4][CH:3]=1.[CH:28]([NH2:31])([CH3:30])[CH3:29], predict the reaction product. The product is: [F:1][C:2]1[CH:3]=[CH:4][C:5]([C:8]2[N:9]=[C:10]([C:23]([NH:31][CH:28]([CH3:30])[CH3:29])=[O:24])[S:11][C:12]=2[C:13]2[CH:18]=[CH:17][C:16](=[O:19])[N:15]([CH:20]([CH3:21])[CH3:22])[N:14]=2)=[CH:6][CH:7]=1.